Dataset: Forward reaction prediction with 1.9M reactions from USPTO patents (1976-2016). Task: Predict the product of the given reaction. (1) Given the reactants [F:1][C:2]([F:21])([F:20])[C@@H:3]1[CH2:7][CH2:6][CH2:5][N:4]1[C:8]1[CH:13]=[CH:12][N:11]2[N:14]=[CH:15][C:16]([C:17]([OH:19])=O)=[C:10]2[N:9]=1.CN(C(ON1N=NC2C=CC=NC1=2)=[N+](C)C)C.F[P-](F)(F)(F)(F)F.CCN(C(C)C)C(C)C.[CH3:55][C:56]1[N:57]=[C:58]([NH2:62])[S:59][C:60]=1[CH3:61].[H-].[Na+], predict the reaction product. The product is: [CH3:55][C:56]1[N:57]=[C:58]([NH:62][C:17]([C:16]2[CH:15]=[N:14][N:11]3[CH:12]=[CH:13][C:8]([N:4]4[CH2:5][CH2:6][CH2:7][C@H:3]4[C:2]([F:21])([F:20])[F:1])=[N:9][C:10]=23)=[O:19])[S:59][C:60]=1[CH3:61]. (2) Given the reactants [CH3:1][N:2]1[N:6]=[N:5][C:4]([C:7]2[CH:12]=[CH:11][C:10]([CH2:13][N:14]3[CH2:19][CH2:18][C:17](=[O:20])[CH2:16][CH2:15]3)=[CH:9][CH:8]=2)=[N:3]1.[C-:21]#[N:22].[Na+], predict the reaction product. The product is: [OH:20][C:17]1([C:21]#[N:22])[CH2:18][CH2:19][N:14]([CH2:13][C:10]2[CH:9]=[CH:8][C:7]([C:4]3[N:5]=[N:6][N:2]([CH3:1])[N:3]=3)=[CH:12][CH:11]=2)[CH2:15][CH2:16]1. (3) Given the reactants CC1(C)C(C)(C)OB([C:9]2[C:10]([O:15][C:16]3[CH:21]=[CH:20][C:19]([NH2:22])=[CH:18][CH:17]=3)=[N:11][CH:12]=[CH:13][CH:14]=2)O1.Br.Br[C:26]1[S:30][C:29]([NH2:31])=[N:28][CH:27]=1.C(=O)([O-])[O-].[Na+].[Na+].F[B-](F)(F)F.C([PH+](C(C)(C)C)C(C)(C)C)(C)(C)C, predict the reaction product. The product is: [NH2:22][C:19]1[CH:18]=[CH:17][C:16]([O:15][C:10]2[C:9]([C:26]3[S:30][C:29]([NH2:31])=[N:28][CH:27]=3)=[CH:14][CH:13]=[CH:12][N:11]=2)=[CH:21][CH:20]=1. (4) Given the reactants [CH:1]1([C:6]([OH:8])=O)[CH2:5][CH2:4][CH2:3][CH2:2]1.[Br:9][C:10]1[CH:11]=[N:12][C:13]2[N:14]([CH:16]=[C:17]([C:19]3[CH:20]=[C:21]([CH:23]=[CH:24][C:25]=3[F:26])[NH2:22])[N:18]=2)[CH:15]=1.C(N(CC)CC)C.C(=O)(O)[O-].[Na+], predict the reaction product. The product is: [Br:9][C:10]1[CH:11]=[N:12][C:13]2[N:14]([CH:16]=[C:17]([C:19]3[CH:20]=[C:21]([NH:22][C:6]([CH:1]4[CH2:2][CH2:3][CH2:4][CH2:5]4)=[O:8])[CH:23]=[CH:24][C:25]=3[F:26])[N:18]=2)[CH:15]=1. (5) The product is: [C:1]([C:3]([C:6]1[CH:7]=[C:8]([CH:12]=[CH:13][CH:14]=1)[C:9]([NH:26][C:27]1[N:28]=[C:29]2[CH:34]=[CH:33][C:32]([O:35][C:36]3[CH:41]=[CH:40][CH:39]=[C:38]([NH:42][C:43]([CH:45]4[CH2:47][CH2:46]4)=[O:44])[CH:37]=3)=[N:31][N:30]2[CH:48]=1)=[O:11])([CH3:4])[CH3:5])#[N:2]. Given the reactants [C:1]([C:3]([C:6]1[CH:7]=[C:8]([CH:12]=[CH:13][CH:14]=1)[C:9]([OH:11])=O)([CH3:5])[CH3:4])#[N:2].C(Cl)(=O)C(Cl)=O.O1CCCC1.[NH2:26][C:27]1[N:28]=[C:29]2[CH:34]=[CH:33][C:32]([O:35][C:36]3[CH:37]=[C:38]([NH:42][C:43]([CH:45]4[CH2:47][CH2:46]4)=[O:44])[CH:39]=[CH:40][CH:41]=3)=[N:31][N:30]2[CH:48]=1, predict the reaction product. (6) The product is: [N:11]([CH2:2][CH2:3][O:4][CH2:5][CH2:6][O:7][CH2:8][CH2:9][OH:10])=[N+:12]=[N-:13]. Given the reactants Cl[CH2:2][CH2:3][O:4][CH2:5][CH2:6][O:7][CH2:8][CH2:9][OH:10].[N-:11]=[N+:12]=[N-:13].[Na+].[I-].[Na+].ClCCl.CO, predict the reaction product. (7) Given the reactants I[CH2:2][CH2:3][CH2:4][CH2:5][CH2:6][CH2:7][CH2:8][CH2:9][CH2:10][CH3:11].C1COCC1.[CH3:17][C:18]1[CH:23]=[C:22]([CH3:24])[CH:21]=[C:20]([CH3:25])[C:19]=1[Mg]Br, predict the reaction product. The product is: [CH2:2]([C:19]1[C:20]([CH3:25])=[CH:21][C:22]([CH3:24])=[CH:23][C:18]=1[CH3:17])[CH2:3][CH2:4][CH2:5][CH2:6][CH2:7][CH2:8][CH2:9][CH2:10][CH3:11]. (8) The product is: [CH:1]1([NH:7][C:8]([NH:11][CH2:12][C:13]2[CH:21]=[CH:20][CH:19]=[C:18]3[C:14]=2[CH2:15][N:16]([CH:23]2[CH2:28][CH2:27][C:26](=[O:29])[NH:25][C:24]2=[O:30])[C:17]3=[O:22])=[S:9])[CH2:6][CH2:5][CH2:4][CH2:3][CH2:2]1. Given the reactants [CH:1]1([N:7]=[C:8]=[S:9])[CH2:6][CH2:5][CH2:4][CH2:3][CH2:2]1.Cl.[NH2:11][CH2:12][C:13]1[CH:21]=[CH:20][CH:19]=[C:18]2[C:14]=1[CH2:15][N:16]([CH:23]1[CH2:28][CH2:27][C:26](=[O:29])[NH:25][C:24]1=[O:30])[C:17]2=[O:22].C(N(CC)CC)C, predict the reaction product. (9) Given the reactants CCO.C([O:11][C:12]1[CH:13]=[C:14]([CH:19]=[C:20]([C:22]2[N:26]([CH2:27][O:28][CH2:29][CH2:30][Si:31]([CH3:34])([CH3:33])[CH3:32])[N:25]=[N:24][N:23]=2)[CH:21]=1)[C:15]([O:17][CH3:18])=[O:16])C1C=CC=CC=1.[H][H], predict the reaction product. The product is: [OH:11][C:12]1[CH:13]=[C:14]([CH:19]=[C:20]([C:22]2[N:26]([CH2:27][O:28][CH2:29][CH2:30][Si:31]([CH3:32])([CH3:34])[CH3:33])[N:25]=[N:24][N:23]=2)[CH:21]=1)[C:15]([O:17][CH3:18])=[O:16]. (10) Given the reactants [OH:1][C:2]1[CH:9]=[C:8]([OH:10])[C:7]([OH:11])=[CH:6][C:3]=1[CH:4]=O.[C:12]([CH2:14][C:15]([O:17][CH2:18][CH3:19])=[O:16])#[N:13], predict the reaction product. The product is: [CH2:18]([O:17][C:15]([C:14]1[C:12](=[NH:13])[O:1][C:2]2[C:3]([CH:4]=1)=[CH:6][C:7]([OH:11])=[C:8]([OH:10])[CH:9]=2)=[O:16])[CH3:19].